This data is from Reaction yield outcomes from USPTO patents with 853,638 reactions. The task is: Predict the reaction yield, written as a fraction of the theoretical maximum amount of product (1.0 means a 100% yield; for example, 0.34 means a 34% yield). (1) The reactants are [C:1]1([N:7]2[C:12](=[O:13])[C:11]3[S:14][CH:15]=[C:16]([C:17]4[CH:22]=[CH:21][CH:20]=[CH:19][CH:18]=4)[C:10]=3[N:9]=[CH:8]2)[CH:6]=[CH:5][CH:4]=[CH:3][CH:2]=1.N[C:24]1C(C2C=CC=CC=2)=CS[C:25]=1C(OC)=O.C(OCC)(OCC)OCC.C(C1C=CC(N)=CC=1)=C. The catalyst is C(O)(=O)C. The product is [C:17]1([C:16]2[C:10]3[N:9]=[CH:8][N:7]([C:1]4[CH:6]=[CH:5][CH:4]=[C:3]([CH:24]=[CH2:25])[CH:2]=4)[C:12](=[O:13])[C:11]=3[S:14][CH:15]=2)[CH:18]=[CH:19][CH:20]=[CH:21][CH:22]=1. The yield is 0.115. (2) The reactants are [Cl:1][C:2]1[CH:3]=[C:4]([N:8]2[C:12]([C:13]3[CH:18]=[CH:17][CH:16]=[C:15]([C:19]#[N:20])[CH:14]=3)=[CH:11][C:10]([C:21]([O:23]CC)=[O:22])=[N:9]2)[CH:5]=[CH:6][CH:7]=1.[OH-].[K+]. No catalyst specified. The product is [Cl:1][C:2]1[CH:3]=[C:4]([N:8]2[C:12]([C:13]3[CH:18]=[CH:17][CH:16]=[C:15]([C:19]#[N:20])[CH:14]=3)=[CH:11][C:10]([C:21]([OH:23])=[O:22])=[N:9]2)[CH:5]=[CH:6][CH:7]=1. The yield is 0.940. (3) The reactants are [Br:1][C:2]1[C:11]([F:12])=[CH:10][C:5]2[N:6]=[C:7](N)[S:8][C:4]=2[CH:3]=1.C(ON=O)(C)(C)C. The catalyst is CN(C=O)C. The product is [Br:1][C:2]1[C:11]([F:12])=[CH:10][C:5]2[N:6]=[CH:7][S:8][C:4]=2[CH:3]=1. The yield is 0.520.